Dataset: Forward reaction prediction with 1.9M reactions from USPTO patents (1976-2016). Task: Predict the product of the given reaction. (1) Given the reactants C([N:8]1[CH2:13][CH2:12][CH:11]([CH2:14][CH2:15][NH:16][C:17]2[C:18]3[C:25]([C:26]4[CH:31]=[CH:30][CH:29]=[CH:28][CH:27]=4)=[C:24]([C:32]4[CH:37]=[CH:36][C:35]([O:38][CH2:39][CH2:40][N:41]5[CH2:45][CH2:44][CH2:43][CH2:42]5)=[CH:34][CH:33]=4)[O:23][C:19]=3[N:20]=[CH:21][N:22]=2)[CH2:10][CH2:9]1)C1C=CC=CC=1.C(=O)(O)[O-].[NH4+], predict the reaction product. The product is: [C:26]1([C:25]2[C:18]3[C:17]([NH:16][CH2:15][CH2:14][CH:11]4[CH2:10][CH2:9][NH:8][CH2:13][CH2:12]4)=[N:22][CH:21]=[N:20][C:19]=3[O:23][C:24]=2[C:32]2[CH:33]=[CH:34][C:35]([O:38][CH2:39][CH2:40][N:41]3[CH2:42][CH2:43][CH2:44][CH2:45]3)=[CH:36][CH:37]=2)[CH:27]=[CH:28][CH:29]=[CH:30][CH:31]=1. (2) Given the reactants [C@H:1]1([O:12][C@H:13]2[C@H:18]([OH:19])[C@@H:17]([CH2:20][O:21][C@H:22]3[O:30][C@H:29]([CH2:31][OH:32])[C@@H:27]([OH:28])[C@H:25]([OH:26])[C@@H:23]3[OH:24])[O:16][C@H:15]([O:33][CH2:34][CH2:35][NH:36][C:37](=[O:45])[CH2:38][CH2:39][CH2:40][CH2:41][C:42]([OH:44])=[O:43])[C@H:14]2[OH:46])[O:9][C@H:8]([CH2:10][OH:11])[C@@H:6]([OH:7])[C@H:4]([OH:5])[C@@H:2]1[OH:3].[B-](F)(F)(F)F.CN(C(O[N:60]1[C:65](=[O:66])[CH2:64][CH2:63][C:61]1=[O:62])=[N+](C)C)C.CCN(C(C)C)C(C)C.C(O)(C(F)(F)F)=O, predict the reaction product. The product is: [O:62]=[C:61]1[CH2:63][CH2:64][C:65](=[O:66])[N:60]1[O:43][C:42](=[O:44])[CH2:41][CH2:40][CH2:39][CH2:38][C:37]([NH:36][CH2:35][CH2:34][O:33][C@H:15]1[O:16][C@H:17]([CH2:20][O:21][C@H:22]2[O:30][C@H:29]([CH2:31][OH:32])[C@@H:27]([OH:28])[C@H:25]([OH:26])[C@@H:23]2[OH:24])[C@@H:18]([OH:19])[C@H:13]([O:12][C@H:1]2[O:9][C@H:8]([CH2:10][OH:11])[C@@H:6]([OH:7])[C@H:4]([OH:5])[C@@H:2]2[OH:3])[C@@H:14]1[OH:46])=[O:45]. (3) Given the reactants [N:1]1([C:7]2[N:8]=[C:9]3[NH:17][C@H:16]([C:18]([F:21])([F:20])[F:19])[CH2:15][CH2:14][N:10]3[C:11](=[O:13])[CH:12]=2)[CH2:6][CH2:5][O:4][CH2:3][CH2:2]1.I[C:23]1[CH:28]=[CH:27][C:26]([CH3:29])=[CH:25][CH:24]=1, predict the reaction product. The product is: [CH3:29][C:26]1[CH:27]=[CH:28][C:23]([N:17]2[C:9]3=[N:8][C:7]([N:1]4[CH2:6][CH2:5][O:4][CH2:3][CH2:2]4)=[CH:12][C:11](=[O:13])[N:10]3[CH2:14][CH2:15][C@H:16]2[C:18]([F:20])([F:21])[F:19])=[CH:24][CH:25]=1. (4) Given the reactants [CH2:1]([N:3]([CH2:26][CH3:27])[CH2:4][CH2:5][CH2:6][O:7][C:8]1[CH:15]=[C:14]([O:16][CH2:17][CH2:18][C:19]2[CH:24]=[CH:23][C:22]([Cl:25])=[CH:21][CH:20]=2)[CH:13]=[CH:12][C:9]=1[CH:10]=O)[CH3:2].[CH2:28]([NH:32][C:33]1[CH:39]=[C:38]([O:40][CH2:41][CH2:42][CH2:43][N:44]([CH2:47][CH3:48])[CH2:45][CH3:46])[CH:37]=[CH:36][C:34]=1[NH2:35])[CH2:29][CH2:30][CH3:31], predict the reaction product. The product is: [CH2:28]([N:32]1[C:33]2[CH:39]=[C:38]([O:40][CH2:41][CH2:42][CH2:43][N:44]([CH2:47][CH3:48])[CH2:45][CH3:46])[CH:37]=[CH:36][C:34]=2[N:35]=[C:10]1[C:9]1[CH:12]=[CH:13][C:14]([O:16][CH2:17][CH2:18][C:19]2[CH:24]=[CH:23][C:22]([Cl:25])=[CH:21][CH:20]=2)=[CH:15][C:8]=1[O:7][CH2:6][CH2:5][CH2:4][N:3]([CH2:26][CH3:27])[CH2:1][CH3:2])[CH2:29][CH2:30][CH3:31]. (5) Given the reactants [CH2:1]([O:5][C:6]1[C:30]([O:31][CH3:32])=[CH:29][CH:28]=[CH:27][C:7]=1[CH2:8][N:9]([CH3:26])[C:10](=[O:25])/[CH:11]=[CH:12]/[C:13]1[CH:24]=[N:23][C:16]2[NH:17][C:18](=[O:22])[CH2:19][NH:20][CH2:21][C:15]=2[CH:14]=1)[CH:2]([CH3:4])[CH3:3].[ClH:33], predict the reaction product. The product is: [ClH:33].[CH2:1]([O:5][C:6]1[C:30]([O:31][CH3:32])=[CH:29][CH:28]=[CH:27][C:7]=1[CH2:8][N:9]([CH3:26])[C:10](=[O:25])/[CH:11]=[CH:12]/[C:13]1[CH:24]=[N:23][C:16]2[NH:17][C:18](=[O:22])[CH2:19][NH:20][CH2:21][C:15]=2[CH:14]=1)[CH:2]([CH3:4])[CH3:3]. (6) Given the reactants Br.Br[CH2:3][C:4]1[N:5]=[C:6]2[C:11](=[N:12][CH:13]=1)[N:10]=[C:9]([NH2:14])[N:8]=[C:7]2[NH2:15].[CH2:16]([NH2:23])[C:17]1[CH:22]=[CH:21][CH:20]=[CH:19][CH:18]=1.C(=O)(O)[O-], predict the reaction product. The product is: [CH2:16]([NH:23][CH2:3][C:4]1[N:5]=[C:6]2[C:11](=[N:12][CH:13]=1)[N:10]=[C:9]([NH2:14])[N:8]=[C:7]2[NH2:15])[C:17]1[CH:22]=[CH:21][CH:20]=[CH:19][CH:18]=1. (7) Given the reactants [CH3:1][C:2]1[CH:7]=[C:6]([CH3:8])[CH:5]=[CH:4][C:3]=1[N:9]1[CH2:14][CH2:13][N:12]([C:15]([C:17]2[CH:22]=[CH:21][C:20](I)=[CH:19][CH:18]=2)=[O:16])[CH2:11][CH2:10]1.[CH3:24][C@@H:25]1[CH2:29][CH2:28][S:27](=[O:31])(=[O:30])[NH:26]1, predict the reaction product. The product is: [CH3:1][C:2]1[CH:7]=[C:6]([CH3:8])[CH:5]=[CH:4][C:3]=1[N:9]1[CH2:14][CH2:13][N:12]([C:15]([C:17]2[CH:22]=[CH:21][C:20]([N:26]3[C@H:25]([CH3:24])[CH2:29][CH2:28][S:27]3(=[O:31])=[O:30])=[CH:19][CH:18]=2)=[O:16])[CH2:11][CH2:10]1. (8) Given the reactants [F:1][CH2:2][CH2:3][NH:4][C:5](=[O:11])[O:6][C:7]([CH3:10])([CH3:9])[CH3:8].[H-].[Na+].IC.[C:16](OCC)(=O)C, predict the reaction product. The product is: [F:1][CH2:2][CH2:3][N:4]([CH3:16])[C:5](=[O:11])[O:6][C:7]([CH3:8])([CH3:10])[CH3:9]. (9) Given the reactants C[O:2][C:3]1[C:8]2[CH2:9][C:10]3[C:49]([OH:50])=[CH:48][C:13]([CH2:14][C:15]4[C:43]([O:44]C)=[CH:42][C:18]([CH2:19][C:20]5[C:37]([O:38]C)=[CH:36][C:23]([CH2:24][C:25]6[CH:31]=[C:30]([O:32]C)[C:28]([CH2:29][C:5](=[C:6]([O:52]C)[CH:7]=2)[CH:4]=1)=[CH:27][C:26]=6[O:34]C)=[C:22]([O:40]C)[CH:21]=5)=[C:17]([O:46]C)[CH:16]=4)=[C:12]([OH:51])[CH:11]=3.C(#N)C.O=[O+][O-].IC1C=CC=CC=1, predict the reaction product. The product is: [CH2:29]1[C:5]2=[CH:4][C:3](=[O:2])[C:8](=[CH:7][C:6]2=[O:52])[CH2:9][C:10]2=[CH:11][C:12](=[O:51])[C:13](=[CH:48][C:49]2=[O:50])[CH2:14][C:15]2=[CH:16][C:17](=[O:46])[C:18](=[CH:42][C:43]2=[O:44])[CH2:19][C:20]2=[CH:21][C:22](=[O:40])[C:23](=[CH:36][C:37]2=[O:38])[CH2:24][C:25]2=[CH:31][C:30](=[O:32])[C:28]1=[CH:27][C:26]2=[O:34]. (10) The product is: [OH:39]/[N:38]=[C:8](/[C:6]1[CH:5]=[CH:4][N:3]=[C:2]([CH3:1])[CH:7]=1)\[CH2:9][CH:10]([C:21]1[CH:26]=[CH:25][C:24]([C:27]2[CH:32]=[CH:31][C:30]([C:33]([OH:35])=[O:34])=[CH:29][CH:28]=2)=[CH:23][CH:22]=1)[C:11]1[CH:16]=[CH:15][CH:14]=[CH:13][C:12]=1[C:17]([F:19])([F:20])[F:18]. Given the reactants [CH3:1][C:2]1[CH:7]=[C:6]([C:8](=O)[CH2:9][CH:10]([C:21]2[CH:26]=[CH:25][C:24]([C:27]3[CH:32]=[CH:31][C:30]([C:33]([OH:35])=[O:34])=[CH:29][CH:28]=3)=[CH:23][CH:22]=2)[C:11]2[CH:16]=[CH:15][CH:14]=[CH:13][C:12]=2[C:17]([F:20])([F:19])[F:18])[CH:5]=[CH:4][N:3]=1.Cl.[NH2:38][OH:39].C([O-])(O)=O.[Na+], predict the reaction product.